This data is from CYP2D6 inhibition data for predicting drug metabolism from PubChem BioAssay. The task is: Regression/Classification. Given a drug SMILES string, predict its absorption, distribution, metabolism, or excretion properties. Task type varies by dataset: regression for continuous measurements (e.g., permeability, clearance, half-life) or binary classification for categorical outcomes (e.g., BBB penetration, CYP inhibition). Dataset: cyp2d6_veith. (1) The drug is Cc1nc2ccccn2c1C(=O)N/N=C/c1ccccc1[N+](=O)[O-]. The result is 0 (non-inhibitor). (2) The drug is COc1ccc(NC(=O)N2CCC3(CC2)CCN(C(=O)c2ccco2)CC3)cc1. The result is 0 (non-inhibitor). (3) The drug is Nc1nc(SCC(=O)O)[nH]c(=O)c1N. The result is 0 (non-inhibitor). (4) The drug is CCCC[C@@H]1C[C@H]1C(NC(=O)c1ccccc1)c1ccc(C(=O)OC)cc1. The result is 0 (non-inhibitor).